This data is from Full USPTO retrosynthesis dataset with 1.9M reactions from patents (1976-2016). The task is: Predict the reactants needed to synthesize the given product. (1) Given the product [CH:7]1([CH2:6][CH2:5][C:35]([C:25]2[C:26]3[N:30]=[C:29]([O:31][CH2:32][CH3:33])[NH:28][C:27]=3[CH:34]=[C:23]([C:22]3[C:18]([CH3:17])=[N:19][O:20][C:21]=3[CH3:43])[CH:24]=2)([C:37]2[CH:42]=[CH:41][CH:40]=[CH:39][N:38]=2)[OH:36])[CH2:9][CH2:8]1, predict the reactants needed to synthesize it. The reactants are: [Mg].II.Br[CH2:5][CH2:6][CH:7]1[CH2:9][CH2:8]1.C1(CC[Mg]Br)CC1.[CH3:17][C:18]1[C:22]([C:23]2[CH:24]=[C:25]([C:35]([C:37]3[CH:42]=[CH:41][CH:40]=[CH:39][N:38]=3)=[O:36])[C:26]3[N:30]=[C:29]([O:31][CH2:32][CH3:33])[NH:28][C:27]=3[CH:34]=2)=[C:21]([CH3:43])[O:20][N:19]=1. (2) The reactants are: [Br:1][C:2]1[CH:3]=[C:4]2[C:9](=[CH:10][CH:11]=1)[N:8]=[CH:7][C:6]([N+:12]([O-:14])=[O:13])=[C:5]2Cl.[CH3:16][O:17][C:18]1[N:23]=[CH:22][C:21]([NH2:24])=[CH:20][CH:19]=1.O. Given the product [Br:1][C:2]1[CH:3]=[C:4]2[C:9](=[CH:10][CH:11]=1)[N:8]=[CH:7][C:6]([N+:12]([O-:14])=[O:13])=[C:5]2[NH:24][C:21]1[CH:22]=[N:23][C:18]([O:17][CH3:16])=[CH:19][CH:20]=1, predict the reactants needed to synthesize it. (3) Given the product [Cl:1][CH2:2][CH2:3][CH2:4][O:5][C:6]1[CH:15]=[C:14]2[C:9]([C:10]([NH:16][C:17]3[NH:21][N:20]=[C:19]([CH2:22][C:23]([NH:32][C:31]4[CH:33]=[CH:34][CH:35]=[C:29]([F:28])[CH:30]=4)=[O:25])[CH:18]=3)=[N:11][CH:12]=[N:13]2)=[CH:8][C:7]=1[O:26][CH3:27], predict the reactants needed to synthesize it. The reactants are: [Cl:1][CH2:2][CH2:3][CH2:4][O:5][C:6]1[CH:15]=[C:14]2[C:9]([C:10]([NH:16][C:17]3[NH:21][N:20]=[C:19]([CH2:22][C:23]([OH:25])=O)[CH:18]=3)=[N:11][CH:12]=[N:13]2)=[CH:8][C:7]=1[O:26][CH3:27].[F:28][C:29]1[CH:30]=[C:31]([CH:33]=[CH:34][CH:35]=1)[NH2:32].Cl.CN(C)CCCN=C=NCC.OC1C=CC=C[N+]=1[O-].C(N(C(C)C)CC)(C)C. (4) The reactants are: C(N[C:5]1[CH:10]=[CH:9][CH:8]=[CH:7][C:6]=1[C:11](=C1CCN([CH2:11][C:6]2[CH:7]=[CH:8][CH:9]=[CH:10][CH:5]=2)CC1)[C:9]1[CH:8]=[CH:7][C:6]([C:11](N(CC)CC)=O)=[CH:5][CH:10]=1)(=O)C.[CH2:38]([N:40]([CH2:67][CH3:68])[C:41]([C:43]1[CH:48]=[CH:47][C:46]([C:49](=[C:61]2[CH2:66][CH2:65][NH:64][CH2:63][CH2:62]2)[C:50]2[CH:55]=[CH:54][CH:53]=[CH:52][C:51]=2[NH:56][C:57](=[O:60])[O:58][CH3:59])=[CH:45][CH:44]=1)=[O:42])[CH3:39].C(=O)C1C=CC=CC=1.C(O)(C(F)(F)F)=O. Given the product [CH2:11]([N:64]1[CH2:65][CH2:66][C:61](=[C:49]([C:46]2[CH:45]=[CH:44][C:43]([C:41]([N:40]([CH2:38][CH3:39])[CH2:67][CH3:68])=[O:42])=[CH:48][CH:47]=2)[C:50]2[CH:55]=[CH:54][CH:53]=[CH:52][C:51]=2[NH:56][C:57](=[O:60])[O:58][CH3:59])[CH2:62][CH2:63]1)[C:6]1[CH:7]=[CH:8][CH:9]=[CH:10][CH:5]=1, predict the reactants needed to synthesize it. (5) Given the product [CH:11]1[CH:12]=[CH:13][C:8]([C:7]([C:30]([NH2:32])=[O:31])([C@H:14]2[CH2:18][N:17]([CH2:19][CH2:20][C:21]3[CH:22]=[CH:23][C:24]4[O:29][CH2:28][CH2:27][C:25]=4[CH:26]=3)[CH2:16][CH2:15]2)[C:4]2[CH:3]=[CH:2][CH:1]=[CH:6][CH:5]=2)=[CH:9][CH:10]=1, predict the reactants needed to synthesize it. The reactants are: [CH:1]1[CH:2]=[CH:3][C:4]([C:7]([C:30]([NH2:32])=[O:31])([C@H:14]2[CH2:18][N:17]([CH2:19][CH2:20][C:21]3[CH:22]=[CH:23][C:24]4[O:29][CH2:28][CH2:27][C:25]=4[CH:26]=3)[CH2:16][CH2:15]2)[C:8]2[CH:9]=[CH:10][CH:11]=[CH:12][CH:13]=2)=[CH:5][CH:6]=1.Br.[OH-].[Na+]. (6) The reactants are: [N+:1]([C:4]1[CH:8]=[N:7][NH:6][C:5]=1[NH2:9])([O-:3])=[O:2].CN(C)[CH:12]=[CH:13][C:14]([C:16]1[CH:17]=[C:18]([N:22]([CH2:29][CH2:30][CH3:31])[S:23]([CH:26]([CH3:28])[CH3:27])(=[O:25])=[O:24])[CH:19]=[CH:20][CH:21]=1)=O.C(OCC)(=O)C. Given the product [N+:1]([C:4]1[CH:8]=[N:7][N:6]2[C:14]([C:16]3[CH:17]=[C:18]([N:22]([CH2:29][CH2:30][CH3:31])[S:23]([CH:26]([CH3:27])[CH3:28])(=[O:25])=[O:24])[CH:19]=[CH:20][CH:21]=3)=[CH:13][CH:12]=[N:9][C:5]=12)([O-:3])=[O:2], predict the reactants needed to synthesize it.